From a dataset of Peptide-MHC class I binding affinity with 185,985 pairs from IEDB/IMGT. Regression. Given a peptide amino acid sequence and an MHC pseudo amino acid sequence, predict their binding affinity value. This is MHC class I binding data. (1) The peptide sequence is QLFPELECF. The MHC is HLA-A03:01 with pseudo-sequence HLA-A03:01. The binding affinity (normalized) is 0.0847. (2) The binding affinity (normalized) is 0. The peptide sequence is VPAPAGPIV. The MHC is HLA-A02:03 with pseudo-sequence HLA-A02:03.